Dataset: Catalyst prediction with 721,799 reactions and 888 catalyst types from USPTO. Task: Predict which catalyst facilitates the given reaction. (1) Reactant: [H-].[Br:2][C:3]1[C:4]([CH3:23])=[N:5][N:6]([CH2:15][C:16]([CH3:22])([CH3:21])[C:17](OC)=[O:18])[C:7]=1[C:8]1[CH:13]=[CH:12][C:11]([F:14])=[CH:10][CH:9]=1.[C@H](O)(C([O-])=O)[C@@H](O)C([O-])=O.[Na+].[K+]. Product: [Br:2][C:3]1[C:4]([CH3:23])=[N:5][N:6]([CH2:15][C:16]([CH3:21])([CH3:22])[CH2:17][OH:18])[C:7]=1[C:8]1[CH:9]=[CH:10][C:11]([F:14])=[CH:12][CH:13]=1. The catalyst class is: 7. (2) Reactant: C([O:3][P:4]([CH2:9][O:10][C:11]1[CH:23]=[CH:22][C:21]2[C:20]3[C:15](=[CH:16][CH:17]=[CH:18][CH:19]=3)[NH:14][C:13]=2[CH:12]=1)(=[O:8])[O:5]CC)C.C[Si](I)(C)C.CO. Product: [CH:12]1[C:13]2[NH:14][C:15]3[C:20](=[CH:19][CH:18]=[CH:17][CH:16]=3)[C:21]=2[CH:22]=[CH:23][C:11]=1[O:10][CH2:9][P:4](=[O:3])([OH:8])[OH:5]. The catalyst class is: 4. (3) Reactant: Cl[C:2]1[CH:3]=[CH:4][C:5]2[N:11]3[CH2:12][C@H:8]([CH2:9][CH2:10]3)[N:7]([C:13]([NH:15][C:16]3[CH:21]=[N:20][CH:19]=[CH:18][N:17]=3)=[O:14])[C:6]=2[N:22]=1.[CH:23]1([C:26]2[C:31]([C:32]([F:35])([F:34])[F:33])=[CH:30][C:29](B3OC(C)(C)C(C)(C)O3)=[CH:28][N:27]=2)[CH2:25][CH2:24]1.[O-]P([O-])([O-])=O.[K+].[K+].[K+].CC(C1C=C(C(C)C)C(C2C=CC=CC=2P(C2CCCCC2)C2CCCCC2)=C(C(C)C)C=1)C. Product: [CH:23]1([C:26]2[N:27]=[CH:28][C:29]([C:2]3[CH:3]=[CH:4][C:5]4[N:11]5[CH2:12][C@H:8]([CH2:9][CH2:10]5)[N:7]([C:13]([NH:15][C:16]5[CH:21]=[N:20][CH:19]=[CH:18][N:17]=5)=[O:14])[C:6]=4[N:22]=3)=[CH:30][C:31]=2[C:32]([F:35])([F:33])[F:34])[CH2:24][CH2:25]1. The catalyst class is: 333. (4) Reactant: [C:1]([CH:3]([C@H:14]1[CH2:19][CH2:18][C@H:17]([O:20][CH3:21])[CH2:16][CH2:15]1)[CH2:4][CH2:5][C:6](=[O:13])[CH2:7][CH2:8][CH2:9][CH2:10][CH2:11][CH3:12])#[N:2].CO.[BH4-].[Na+]. The catalyst class is: 20. Product: [C:1]([CH:3]([C@H:14]1[CH2:19][CH2:18][C@H:17]([O:20][CH3:21])[CH2:16][CH2:15]1)[CH2:4][CH2:5][CH:6]([OH:13])[CH2:7][CH2:8][CH2:9][CH2:10][CH2:11][CH3:12])#[N:2]. (5) Reactant: [N:1]1[C:10]2[C:5](=[CH:6][C:7](/[CH:11]=[C:12]3/[C:13](=[O:18])[NH:14][C:15](=[S:17])[S:16]/3)=[CH:8][CH:9]=2)[CH:4]=[CH:3][CH:2]=1.IC.[CH:21](N(CC)C(C)C)(C)C.O. Product: [CH3:21][S:17][C:15]1[S:16]/[C:12](=[CH:11]\[C:7]2[CH:6]=[C:5]3[C:10](=[CH:9][CH:8]=2)[N:1]=[CH:2][CH:3]=[CH:4]3)/[C:13](=[O:18])[N:14]=1. The catalyst class is: 8. (6) The catalyst class is: 3. Reactant: [NH:1]1[CH:5]=[N:4][C:3]([C:6]2[CH:11]=[CH:10][CH:9]=[CH:8][N:7]=2)=[N:2]1.C(=O)([O-])[O-].[K+].[K+].F[C:19]1[CH:20]=[C:21]([CH:24]=[CH:25][CH:26]=1)[C:22]#[N:23]. Product: [N:7]1[CH:8]=[CH:9][CH:10]=[CH:11][C:6]=1[C:3]1[N:4]=[CH:5][N:1]([C:19]2[CH:20]=[C:21]([CH:24]=[CH:25][CH:26]=2)[C:22]#[N:23])[N:2]=1. (7) Product: [C:2]([O-:5])(=[O:4])[CH3:3].[Cu+2:6].[C:7]([O-:10])(=[O:9])[CH3:8]. The catalyst class is: 6. Reactant: O.[C:2]([O-:5])(=[O:4])[CH3:3].[Cu+2:6].[C:7]([O-:10])(=[O:9])[CH3:8]. (8) Reactant: [CH3:1][C:2]([CH3:32])([CH3:31])[C:3]#[C:4][C:5]1[S:9][C:8]([C:10]([O:12]C)=[O:11])=[C:7]([N:14]([CH2:24][C:25]2[N:29]([CH3:30])[N:28]=[CH:27][CH:26]=2)[C:15]([C@H:17]2[CH2:22][CH2:21][C@H:20]([CH3:23])[CH2:19][CH2:18]2)=[O:16])[CH:6]=1.[OH-].[Na+]. Product: [CH3:31][C:2]([CH3:1])([CH3:32])[C:3]#[C:4][C:5]1[S:9][C:8]([C:10]([OH:12])=[O:11])=[C:7]([N:14]([CH2:24][C:25]2[N:29]([CH3:30])[N:28]=[CH:27][CH:26]=2)[C:15]([C@H:17]2[CH2:22][CH2:21][C@H:20]([CH3:23])[CH2:19][CH2:18]2)=[O:16])[CH:6]=1. The catalyst class is: 5. (9) Reactant: CN([CH:4]=[O:5])C.O=P(Cl)(Cl)Cl.[F:11][CH2:12][CH2:13][N:14]1[C:18]([CH3:19])=[CH:17][C:16]([CH3:20])=[N:15]1.C(=O)([O-])[O-].[K+].[K+]. Product: [F:11][CH2:12][CH2:13][N:14]1[C:18]([CH3:19])=[C:17]([CH:4]=[O:5])[C:16]([CH3:20])=[N:15]1. The catalyst class is: 46.